Dataset: Full USPTO retrosynthesis dataset with 1.9M reactions from patents (1976-2016). Task: Predict the reactants needed to synthesize the given product. (1) The reactants are: O=C1C=CC=CC1C[C@@H]1COCN1[C:10](=[O:28])[C@@H:11]([CH2:20][C:21]1[CH:26]=[CH:25][C:24]([Cl:27])=[CH:23][CH:22]=1)[CH2:12][C:13]([O:15][C:16]([CH3:19])([CH3:18])[CH3:17])=[O:14].[OH:33]O.O[Li].O. Given the product [C:16]([O:15][C:13]([CH2:12][C@H:11]([CH2:20][C:21]1[CH:22]=[CH:23][C:24]([Cl:27])=[CH:25][CH:26]=1)[C:10]([OH:28])=[O:33])=[O:14])([CH3:17])([CH3:18])[CH3:19], predict the reactants needed to synthesize it. (2) Given the product [Cl:1][C:2]1[CH:7]=[C:6]([OH:8])[CH:5]=[CH:4][C:3]=1[CH2:10][C:13]([C:15]1[CH:20]=[CH:19][N:18]=[C:17]([CH3:21])[CH:16]=1)=[O:14], predict the reactants needed to synthesize it. The reactants are: [Cl:1][C:2]1[CH:7]=[C:6]([O:8]C)[CH:5]=[CH:4][C:3]=1[CH:10]([C:13]([C:15]1[CH:20]=[CH:19][N:18]=[C:17]([CH3:21])[CH:16]=1)=[O:14])C#N. (3) Given the product [NH2:16][C:11]1[NH:12][N:13]=[CH:14][C:10]=1[C:8]1[S:9][C:5]2[CH:4]=[C:3]([CH2:2][NH:19][C:20]3[CH:21]=[C:22]([S:26]([NH:29][CH3:30])(=[O:28])=[O:27])[CH:23]=[CH:24][CH:25]=3)[CH:18]=[CH:17][C:6]=2[N:7]=1, predict the reactants needed to synthesize it. The reactants are: Br[CH2:2][C:3]1[CH:18]=[CH:17][C:6]2[N:7]=[C:8]([C:10]3[C:14](C)=[N:13][NH:12][C:11]=3[NH2:16])[S:9][C:5]=2[CH:4]=1.[NH2:19][C:20]1[CH:21]=[C:22]([S:26]([NH:29][CH3:30])(=[O:28])=[O:27])[CH:23]=[CH:24][CH:25]=1. (4) Given the product [C:1]([C:3]([C:6]1[CH:7]=[C:8]([CH:12]=[CH:13][CH:14]=1)[C:9]([Cl:18])=[O:10])([CH3:5])[CH3:4])#[N:2], predict the reactants needed to synthesize it. The reactants are: [C:1]([C:3]([C:6]1[CH:7]=[C:8]([CH:12]=[CH:13][CH:14]=1)[C:9](O)=[O:10])([CH3:5])[CH3:4])#[N:2].C(Cl)(=O)C([Cl:18])=O.CN(C)C=O. (5) Given the product [NH:13]1[C:14]2[CH:19]=[CH:18][CH:17]=[CH:16][C:15]=2[N:11]=[C:12]1[C@H:8]([NH:9][C:10]([NH:34][C:31]1([C:28]2[CH:29]=[CH:30][C:25]([C:24]([F:23])([F:35])[F:36])=[CH:26][CH:27]=2)[CH2:33][CH2:32]1)=[O:20])[CH2:7][C:6]1[CH:21]=[CH:22][C:3]([O:2][CH3:1])=[CH:4][CH:5]=1, predict the reactants needed to synthesize it. The reactants are: [CH3:1][O:2][C:3]1[CH:22]=[CH:21][C:6]([CH2:7][C@@H:8]2[C:12]3=[N:13][C:14]4[CH:19]=[CH:18][CH:17]=[CH:16][C:15]=4[N:11]3[C:10](=[O:20])[NH:9]2)=[CH:5][CH:4]=1.[F:23][C:24]([F:36])([F:35])[C:25]1[CH:30]=[CH:29][C:28]([C:31]2([NH2:34])[CH2:33][CH2:32]2)=[CH:27][CH:26]=1.